This data is from NCI-60 drug combinations with 297,098 pairs across 59 cell lines. The task is: Regression. Given two drug SMILES strings and cell line genomic features, predict the synergy score measuring deviation from expected non-interaction effect. (1) Drug 1: CC12CCC3C(C1CCC2=O)CC(=C)C4=CC(=O)C=CC34C. Cell line: CCRF-CEM. Synergy scores: CSS=41.9, Synergy_ZIP=6.11, Synergy_Bliss=2.58, Synergy_Loewe=-13.2, Synergy_HSA=2.96. Drug 2: CC1C(C(CC(O1)OC2CC(CC3=C2C(=C4C(=C3O)C(=O)C5=CC=CC=C5C4=O)O)(C(=O)C)O)N)O. (2) Drug 1: CC1=C(C=C(C=C1)C(=O)NC2=CC(=CC(=C2)C(F)(F)F)N3C=C(N=C3)C)NC4=NC=CC(=N4)C5=CN=CC=C5. Drug 2: C1=NC2=C(N=C(N=C2N1C3C(C(C(O3)CO)O)F)Cl)N. Cell line: COLO 205. Synergy scores: CSS=10.0, Synergy_ZIP=-6.42, Synergy_Bliss=-0.930, Synergy_Loewe=-23.0, Synergy_HSA=-2.96. (3) Drug 1: C1=CC(=C2C(=C1NCCNCCO)C(=O)C3=C(C=CC(=C3C2=O)O)O)NCCNCCO. Drug 2: C(CCl)NC(=O)N(CCCl)N=O. Cell line: UACC-257. Synergy scores: CSS=8.80, Synergy_ZIP=-1.82, Synergy_Bliss=2.50, Synergy_Loewe=-3.38, Synergy_HSA=0.427. (4) Drug 1: CS(=O)(=O)C1=CC(=C(C=C1)C(=O)NC2=CC(=C(C=C2)Cl)C3=CC=CC=N3)Cl. Drug 2: C1CC(=O)NC(=O)C1N2CC3=C(C2=O)C=CC=C3N. Cell line: BT-549. Synergy scores: CSS=7.68, Synergy_ZIP=1.20, Synergy_Bliss=4.18, Synergy_Loewe=4.25, Synergy_HSA=4.21. (5) Drug 2: CC1CCC2CC(C(=CC=CC=CC(CC(C(=O)C(C(C(=CC(C(=O)CC(OC(=O)C3CCCCN3C(=O)C(=O)C1(O2)O)C(C)CC4CCC(C(C4)OC)O)C)C)O)OC)C)C)C)OC. Drug 1: CC12CCC(CC1=CCC3C2CCC4(C3CC=C4C5=CN=CC=C5)C)O. Synergy scores: CSS=6.84, Synergy_ZIP=-1.44, Synergy_Bliss=1.19, Synergy_Loewe=-2.11, Synergy_HSA=-0.100. Cell line: UACC-257. (6) Drug 1: C1=NC2=C(N=C(N=C2N1C3C(C(C(O3)CO)O)F)Cl)N. Drug 2: C1=CC=C(C=C1)NC(=O)CCCCCCC(=O)NO. Cell line: MDA-MB-231. Synergy scores: CSS=37.7, Synergy_ZIP=-3.11, Synergy_Bliss=1.64, Synergy_Loewe=-8.68, Synergy_HSA=7.59.